From a dataset of Full USPTO retrosynthesis dataset with 1.9M reactions from patents (1976-2016). Predict the reactants needed to synthesize the given product. (1) Given the product [OH:1][C:2]1[CH:3]=[C:4]2[C:9](=[CH:10][CH:11]=1)[O:8][CH2:7][CH:6]([C:12]([OH:14])=[O:13])[CH2:5]2, predict the reactants needed to synthesize it. The reactants are: [OH:1][C:2]1[CH:3]=[C:4]2[C:9](=[CH:10][CH:11]=1)[O:8][CH2:7][C:6]([C:12]([OH:14])=[O:13])=[CH:5]2. (2) Given the product [N:15]([CH:2]1[C:14]2[CH:13]=[CH:12][CH:11]=[CH:10][C:9]=2[C:8]2[C:3]1=[CH:4][CH:5]=[CH:6][CH:7]=2)=[N+:16]=[N-:17], predict the reactants needed to synthesize it. The reactants are: Br[CH:2]1[C:14]2[CH:13]=[CH:12][CH:11]=[CH:10][C:9]=2[C:8]2[C:3]1=[CH:4][CH:5]=[CH:6][CH:7]=2.[N-:15]=[N+:16]=[N-:17].[Na+]. (3) The reactants are: C([O:4][CH2:5][C:6]1[N:15]=[C:14]([N:16]2[CH2:21][CH2:20][N:19]([C:22]([O:24][C:25]([CH3:28])([CH3:27])[CH3:26])=[O:23])[CH2:18][CH2:17]2)[C:13]2[C:8](=[C:9]([F:31])[C:10]([Br:30])=[C:11]([Cl:29])[CH:12]=2)[N:7]=1)(=O)C.O[Li].O. Given the product [Br:30][C:10]1[C:9]([F:31])=[C:8]2[C:13]([C:14]([N:16]3[CH2:17][CH2:18][N:19]([C:22]([O:24][C:25]([CH3:27])([CH3:26])[CH3:28])=[O:23])[CH2:20][CH2:21]3)=[N:15][C:6]([CH2:5][OH:4])=[N:7]2)=[CH:12][C:11]=1[Cl:29], predict the reactants needed to synthesize it.